Dataset: NCI-60 drug combinations with 297,098 pairs across 59 cell lines. Task: Regression. Given two drug SMILES strings and cell line genomic features, predict the synergy score measuring deviation from expected non-interaction effect. (1) Drug 1: CC12CCC(CC1=CCC3C2CCC4(C3CC=C4C5=CN=CC=C5)C)O. Drug 2: CCC1(CC2CC(C3=C(CCN(C2)C1)C4=CC=CC=C4N3)(C5=C(C=C6C(=C5)C78CCN9C7C(C=CC9)(C(C(C8N6C=O)(C(=O)OC)O)OC(=O)C)CC)OC)C(=O)OC)O.OS(=O)(=O)O. Cell line: OVCAR-8. Synergy scores: CSS=36.0, Synergy_ZIP=10.8, Synergy_Bliss=17.0, Synergy_Loewe=10.5, Synergy_HSA=16.0. (2) Drug 1: C(CC(=O)O)C(=O)CN.Cl. Drug 2: C1CC(=O)NC(=O)C1N2C(=O)C3=CC=CC=C3C2=O. Cell line: HCT116. Synergy scores: CSS=-3.75, Synergy_ZIP=4.51, Synergy_Bliss=2.73, Synergy_Loewe=-0.724, Synergy_HSA=-2.37. (3) Cell line: SF-268. Drug 1: CC(CN1CC(=O)NC(=O)C1)N2CC(=O)NC(=O)C2. Synergy scores: CSS=18.9, Synergy_ZIP=-4.85, Synergy_Bliss=3.98, Synergy_Loewe=-0.807, Synergy_HSA=2.26. Drug 2: CN1C(=O)N2C=NC(=C2N=N1)C(=O)N. (4) Drug 1: CC=C1C(=O)NC(C(=O)OC2CC(=O)NC(C(=O)NC(CSSCCC=C2)C(=O)N1)C(C)C)C(C)C. Drug 2: CNC(=O)C1=NC=CC(=C1)OC2=CC=C(C=C2)NC(=O)NC3=CC(=C(C=C3)Cl)C(F)(F)F. Cell line: KM12. Synergy scores: CSS=57.2, Synergy_ZIP=-2.70, Synergy_Bliss=-3.69, Synergy_Loewe=-67.0, Synergy_HSA=-3.91. (5) Drug 1: CC1C(C(CC(O1)OC2CC(OC(C2O)C)OC3=CC4=CC5=C(C(=O)C(C(C5)C(C(=O)C(C(C)O)O)OC)OC6CC(C(C(O6)C)O)OC7CC(C(C(O7)C)O)OC8CC(C(C(O8)C)O)(C)O)C(=C4C(=C3C)O)O)O)O. Drug 2: C1=NNC2=C1C(=O)NC=N2. Cell line: TK-10. Synergy scores: CSS=12.3, Synergy_ZIP=-0.892, Synergy_Bliss=-2.08, Synergy_Loewe=-16.2, Synergy_HSA=-2.22. (6) Drug 1: C1C(C(OC1N2C=C(C(=O)NC2=O)F)CO)O. Drug 2: C1CN1C2=NC(=NC(=N2)N3CC3)N4CC4. Cell line: OVCAR-4. Synergy scores: CSS=7.83, Synergy_ZIP=-7.16, Synergy_Bliss=-5.16, Synergy_Loewe=-5.40, Synergy_HSA=-4.34. (7) Cell line: SK-MEL-2. Drug 2: CC1=C(C(CCC1)(C)C)C=CC(=CC=CC(=CC(=O)O)C)C. Drug 1: C1=C(C(=O)NC(=O)N1)N(CCCl)CCCl. Synergy scores: CSS=5.09, Synergy_ZIP=-1.79, Synergy_Bliss=0.656, Synergy_Loewe=-1.43, Synergy_HSA=-1.52. (8) Drug 1: C1CC(=O)NC(=O)C1N2C(=O)C3=CC=CC=C3C2=O. Drug 2: CC1CCCC2(C(O2)CC(NC(=O)CC(C(C(=O)C(C1O)C)(C)C)O)C(=CC3=CSC(=N3)C)C)C. Cell line: 786-0. Synergy scores: CSS=45.5, Synergy_ZIP=6.02, Synergy_Bliss=4.87, Synergy_Loewe=-39.0, Synergy_HSA=0.629. (9) Cell line: U251. Drug 2: COCCOC1=C(C=C2C(=C1)C(=NC=N2)NC3=CC=CC(=C3)C#C)OCCOC.Cl. Drug 1: C1CCC(CC1)NC(=O)N(CCCl)N=O. Synergy scores: CSS=31.0, Synergy_ZIP=-8.40, Synergy_Bliss=-1.06, Synergy_Loewe=-0.931, Synergy_HSA=-0.492.